From a dataset of Full USPTO retrosynthesis dataset with 1.9M reactions from patents (1976-2016). Predict the reactants needed to synthesize the given product. (1) Given the product [Cl:34][C:35]1[CH:36]=[CH:37][C:38]2[S:42][C:41]([CH2:43][O:8][C:7]3[C:2]([F:1])=[C:3]([C:10]#[N:11])[C:4]([F:9])=[CH:5][CH:6]=3)=[N:40][C:39]=2[CH:45]=1, predict the reactants needed to synthesize it. The reactants are: [F:1][C:2]1[C:7]([OH:8])=[CH:6][CH:5]=[C:4]([F:9])[C:3]=1[C:10]#[N:11].C([O-])([O-])=O.[K+].[K+].N[C@H](C(O)=O)CC1C=C2C(C=CC=C2)=CC=1.[Cl:34][C:35]1[CH:36]=[CH:37][C:38]2[S:42][C:41]([CH2:43]Cl)=[N:40][C:39]=2[CH:45]=1. (2) Given the product [C:31]([O:30][C:28](=[O:29])[CH2:27][C@H:25]1[CH2:26][C@@H:21]([CH2:20][CH2:19][N:14]2[C:15]([CH:16]([CH3:18])[CH3:17])=[C:11]([CH2:9][OH:8])[N:12]=[C:13]2[C:37]2[CH:38]=[CH:39][C:40]([F:43])=[CH:41][CH:42]=2)[O:22][C:23]([CH3:35])([CH3:36])[O:24]1)([CH3:32])([CH3:33])[CH3:34], predict the reactants needed to synthesize it. The reactants are: FC1C([O:8][C:9]([C:11]2[N:12]=[C:13]([C:37]3[CH:42]=[CH:41][C:40]([F:43])=[CH:39][CH:38]=3)[N:14]([CH2:19][CH2:20][C@@H:21]3[CH2:26][C@H:25]([CH2:27][C:28]([O:30][C:31]([CH3:34])([CH3:33])[CH3:32])=[O:29])[O:24][C:23]([CH3:36])([CH3:35])[O:22]3)[C:15]=2[CH:16]([CH3:18])[CH3:17])=O)=C(F)C(F)=C(F)C=1F.[BH4-].[Na+].CC(O)=O. (3) Given the product [F:7][P-:8]([F:13])([F:12])([F:11])([F:10])[F:9].[NH+:1]1[CH:6]=[CH:5][CH:4]=[CH:3][CH:2]=1, predict the reactants needed to synthesize it. The reactants are: [NH+:1]1[CH:6]=[CH:5][CH:4]=[CH:3][CH:2]=1.[F:7][P-:8]([F:13])([F:12])([F:11])([F:10])[F:9].[Na+]. (4) Given the product [CH:29]([NH:7][CH2:8][C:9]([NH:10][CH2:11][C:12]1[CH:17]=[C:16]([C:18]2[CH:19]=[CH:20][C:21]([C:24]([F:26])([F:27])[F:25])=[CH:22][CH:23]=2)[N:15]=[CH:14][N:13]=1)=[O:28])([CH3:31])[CH3:30], predict the reactants needed to synthesize it. The reactants are: C(OC(=O)[N:7]([CH:29]([CH3:31])[CH3:30])[CH2:8][C:9](=[O:28])[NH:10][CH2:11][C:12]1[CH:17]=[C:16]([C:18]2[CH:23]=[CH:22][C:21]([C:24]([F:27])([F:26])[F:25])=[CH:20][CH:19]=2)[N:15]=[CH:14][N:13]=1)(C)(C)C.O1CCOCC1. (5) Given the product [NH2:16][C:17](=[O:31])[C@@H:18]([NH:20][C:21]1[N:26]=[C:25]([O:15][C:9]2[CH:10]=[CH:11][C:12]([Cl:14])=[CH:13][C:8]=2[C:6]2[CH:5]=[CH:4][N:3]=[C:2]([NH2:1])[CH:7]=2)[N:24]=[C:23]([C:28]([NH2:30])=[O:29])[CH:22]=1)[CH3:19], predict the reactants needed to synthesize it. The reactants are: [NH2:1][C:2]1[CH:7]=[C:6]([C:8]2[CH:13]=[C:12]([Cl:14])[CH:11]=[CH:10][C:9]=2[OH:15])[CH:5]=[CH:4][N:3]=1.[NH2:16][C:17](=[O:31])[C@@H:18]([NH:20][C:21]1[N:26]=[C:25](Cl)[N:24]=[C:23]([C:28]([NH2:30])=[O:29])[CH:22]=1)[CH3:19].C([O-])([O-])=O.[Cs+].[Cs+].ClCCl. (6) Given the product [CH2:9]1[C:10]2[C:5](=[CH:4][CH:3]=[CH:2][CH:1]=2)[CH2:6][CH2:7][CH2:8]1, predict the reactants needed to synthesize it. The reactants are: [CH2:1]1[C:10]2[C:5](=[CH:6][C:7](C(OC)=O)=[CH:8][CH:9]=2)[CH2:4][CH2:3][CH:2]1C(OC)=O.C(O)CCCO. (7) Given the product [F:12][C:7]1[CH:6]=[C:5]([CH:10]=[C:9]([F:11])[CH:8]=1)[C:13]([OH:15])=[O:14], predict the reactants needed to synthesize it. The reactants are: [Mg].II.Br[C:5]1[CH:10]=[C:9]([F:11])[CH:8]=[C:7]([F:12])[CH:6]=1.[C:13](=[O:15])=[O:14]. (8) The reactants are: Cl.[C:2](=[NH:8])([NH2:7])[C:3]([CH3:6])([CH3:5])[CH3:4].CC[O-].[Na+].C([O:15][CH:16]=[C:17]([C:23](OCC)=O)[C:18]([O:20][CH2:21][CH3:22])=[O:19])C. Given the product [C:3]([C:2]1[N:7]=[C:16]([OH:15])[C:17]([C:18]([O:20][CH2:21][CH3:22])=[O:19])=[CH:23][N:8]=1)([CH3:6])([CH3:5])[CH3:4], predict the reactants needed to synthesize it.